This data is from Experimentally validated miRNA-target interactions with 360,000+ pairs, plus equal number of negative samples. The task is: Binary Classification. Given a miRNA mature sequence and a target amino acid sequence, predict their likelihood of interaction. (1) The miRNA is rno-miR-24-3p with sequence UGGCUCAGUUCAGCAGGAACAG. The protein sequence of the target gene is MAPRRVRSFLRGLPALLLLLLFLGPWPAASHGGKYSREKNQPKPSPKRESGEEFRMEKLNQLWEKAQRLHLPPVRLAELHADLKIQERDELAWKKLKLDGLDEDGEKEARLIRNLNVILAKYGLDGKKDARQVTSNSLSGTQEDGLDDPRLEKLWHKAKTSGKFSGEELDKLWREFLHHKEKVHEYNVLLETLSRTEEIHENVISPSDLSDIKGSVLHSRHTELKEKLRSINQGLDRLRRVSHQGYSTEAEFEEPRVIDLWDLAQSANLTDKELEAFREELKHFEAKIEKHNHYQKQLEI.... Result: 0 (no interaction). (2) The miRNA is hsa-miR-6847-5p with sequence ACAGAGGACAGUGGAGUGUGAGC. The protein sequence of the target gene is MEARSMLVPPQASVCFEDVAMAFTQEEWEQLDLAQRTLYREVTLETWEHIVSLGLFLSKSDVISQLEQEEDLCRAEQEAPRDWKATLEENRLNSEKDRAREELSHHVEVYRSGPEEPPSLVLGKVQDQSNQLREHQENSLRFMVLTSERLFAQREHCELELGGGYSLPSTLSLLPTTLPTSTGFPKPNSQVKELKQNSAFINHEKNGADGKHCESHQCARAFCQSIYLSKLGNVETGKKNPYEYIVSGDSLNYGSSLCFHGRTFSVKKSDDCKDYGNLFSHSVSLNEQKPVHFGKSQYEC.... Result: 0 (no interaction). (3) The miRNA is hsa-miR-30b-5p with sequence UGUAAACAUCCUACACUCAGCU. The protein sequence of the target gene is MRTKAAGCAERRPLQPRTEAAAAPAGRAMPSEYTYVKLRSDCSRPSLQWYTRAQSKMRRPSLLLKDILKCTLLVFGVWILYILKLNYTTEECDMKKMHYVDPDHVKRAQKYAQQVLQKECRPKFAKTSMALLFEHRYSVDLLPFVQKAPKDSEAESKYDPPFGFRKFSSKVQTLLELLPEHDLPEHLKAKTCRRCVVIGSGGILHGLELGHTLNQFDVVIRLNSAPVEGYSEHVGNKTTIRMTYPEGAPLSDLEYYSNDLFVAVLFKSVDFNWLQAMVKKETLPFWVRLFFWKQVAEKIP.... Result: 1 (interaction). (4) The miRNA is hsa-miR-4692 with sequence UCAGGCAGUGUGGGUAUCAGAU. The protein sequence of the target gene is MAMAPSPSLVQVYTSPAAVAVWEWQDGLGTWHPYSATVCSFIEQQFVQQKGQRFGLGSLAHSIPLGQADPSLAPYIIDLPSWTQFRQDTGTMRAVRRHLFPQHSAPGRGVVWEWLSDDGSWTAYEASVCDYLEQQVARGNQLVDLAPLGYNYTVNYTTHTQTNKTSSFCRSVRRQAGPPYPVTTIIAPPGHTGVACSCHQCLSGSRTGPVSGRYRHSMTNLPAYPVPQHPPHRTASVFGTHQAFAPYNKPSLSGARSAPRLNTTNAWGAAPPSLGSQPLYRSSLSHLGPQHLPPGSSTSG.... Result: 1 (interaction). (5) The miRNA is mmu-let-7b-5p with sequence UGAGGUAGUAGGUUGUGUGGUU. The protein sequence of the target gene is MSQPSLWKDSHYFIMWASCCNWFCLDGQPEEAPPPQGARTQAYSNPGYSSFPSPTGSEPSCKACGVHFASTTRKQTCLDCKKNFCMTCSSQEGNGPRLCLLCLRFRATAFQREELMKMKVKDLRDYLSLHDISTEMCREKEELVFLVLGQQPVISEADRTRVPHLPQAFPEQQAFLTQPQTSTVPPTSPGLPSSPAQVTSVPLAQDQETQQAVGHVSQDHEEPIFPESTARVPTEDETQSVDSEDSFVPGRRASLSDLTHLEDIEGLTVRQLKEILARNFVNYKGCCEKWELMERVTRLY.... Result: 1 (interaction). (6) The miRNA is hsa-miR-7854-3p with sequence UGAGGUGACCGCAGAUGGGAA. The protein sequence of the target gene is MKLKDTKSRPKQSSCGKFQTKGIKVVGKWKEVKIDPNMFADGQMDDLVCFEELTDYQLVSPAKNPSSLFSKEAPKRKAQAVSEEEEEEEGKSSSPKKKIKLKKSKNVATEGTSTQKEFEVKDPELEAQGDDMVCDDPEAGEMTSENLVQTAPKKKKNKGKKGLEPSQSTAAKVPKKAKTWIPEVHDQKADVSAWKDLFVPRPVLRALSFLGFSAPTPIQALTLAPAIRDKLDILGAAETGSGKTLAFAIPMIHAVLQWQKRNAAPPPSNTEAPPGETRTEAGAETRSPGKAEAESDALPD.... Result: 0 (no interaction). (7) The miRNA is hsa-miR-6511a-5p with sequence CAGGCAGAAGUGGGGCUGACAGG. The protein sequence of the target gene is MLGTLRAMEGEDVEDDQLLQKLRASRRRFQRRMQRLIEKYNQPFEDTPVVQMATLTYETPQGLRIWGGRLIKERNEGEIQDSSMKPADRTDGSVQAAAWGPELPSHRTVLGADSKSGEVDATSDQEESVAWALAPAVPQSPLKNELRRKYLTQVDILLQGAEYFECAGNRAGRDVRVTPLPSLASPAVPAPGYCSRISRKSPGDPAKPASSPREWDPLHPSSTDMALVPRNDSLSLQETSSSSFLSSQPFEDDDICNVTISDLYAGMLHSMSRLLSTKPSSIISTKTFIMQNWNSRRRHR.... Result: 1 (interaction). (8) The miRNA is hsa-miR-6819-5p with sequence UUGGGGUGGAGGGCCAAGGAGC. The protein sequence of the target gene is MAFIRKKQQEQQLQLYSKERFSLLLLNLEEYYFEQHRANHILHKGSHHERKIRGSLKICSKSVIFEPDSISQPIIKIPLRDCIKIGKHGENGANRHFTKAKSGGISLIFSQVYFIKEHNVVAPYKIERGKMEYVFELDVPGKVEDVVETLLQLHRASCLDKLGDQTAMITAILQSRLARTSFDKNRFQNISEKLHMECKAEMVTPLVTNPGHVCITDTNLYFQPLNGYPKPVVQITLQDVRRIYKRRHGLMPLGLEVFCTEDDLCSDIYLKFYEPQDRDDLYFYIATYLEHHVAEHTAES.... Result: 0 (no interaction). (9) The miRNA is rno-miR-494-3p with sequence UGAAACAUACACGGGAAACCUCU. The protein sequence of the target gene is MSYPQGYLYQAPGSLALYSCPAYGASALAAPRSEELARSASGSAFSPYPGSAAFTAQAATGFGSPLQYSADAAAAAAGFPSYMGAPYDAHTTGMTGAISYHPYGSAAYPYQLNDPAYRKNATRDATATLKAWLNEHRKNPYPTKGEKIMLAIITKMTLTQVSTWFANARRRLKKENKMTWAPRNKSEDEDEDEGDATRSKDESPDKAQEGTETSAEDEGISLHVDSLTDHSCSAESDGEKLPCRAGDPLCESGSECKDKYDDLEDDEDDDEEGERGLAPPKPVTSSPLTGLEAPLLSPPP.... Result: 0 (no interaction).